From a dataset of Peptide-MHC class I binding affinity with 185,985 pairs from IEDB/IMGT. Regression. Given a peptide amino acid sequence and an MHC pseudo amino acid sequence, predict their binding affinity value. This is MHC class I binding data. (1) The peptide sequence is YMRERLSDF. The MHC is HLA-B83:01 with pseudo-sequence HLA-B83:01. The binding affinity (normalized) is 0.213. (2) The peptide sequence is RAYAAMHLW. The MHC is HLA-A02:16 with pseudo-sequence HLA-A02:16. The binding affinity (normalized) is 0.0847. (3) The peptide sequence is RQAGVQYSRA. The MHC is HLA-A68:02 with pseudo-sequence HLA-A68:02. The binding affinity (normalized) is 0. (4) The peptide sequence is VSNVYVKF. The MHC is Mamu-B52 with pseudo-sequence Mamu-B52. The binding affinity (normalized) is 0.396. (5) The peptide sequence is VVDKYFDCY. The MHC is HLA-B40:01 with pseudo-sequence HLA-B40:01. The binding affinity (normalized) is 0.0847.